Dataset: Forward reaction prediction with 1.9M reactions from USPTO patents (1976-2016). Task: Predict the product of the given reaction. Given the reactants [Br:1][C:2]1[CH:3]=[C:4]([OH:8])[CH:5]=[N:6][CH:7]=1.C1(P(C2C=CC=CC=2)C2C=CC=CC=2)C=CC=CC=1.O[CH2:29][CH2:30][NH:31][C:32](=[O:38])[O:33][C:34]([CH3:37])([CH3:36])[CH3:35].C1C(COC(/N=N\C(OCC2C=CC(Cl)=CC=2)=O)=O)=CC=C(Cl)C=1.C([O-])(O)=O.[Na+], predict the reaction product. The product is: [C:34]([O:33][C:32](=[O:38])[NH:31][CH2:30][CH2:29][O:8][C:4]1[CH:5]=[N:6][CH:7]=[C:2]([Br:1])[CH:3]=1)([CH3:37])([CH3:36])[CH3:35].